Dataset: Reaction yield outcomes from USPTO patents with 853,638 reactions. Task: Predict the reaction yield, written as a fraction of the theoretical maximum amount of product (1.0 means a 100% yield; for example, 0.34 means a 34% yield). (1) The reactants are Cl.[NH:2]1[CH2:6][CH:5]=[CH:4][CH2:3]1.CCOC(C)=O.C([O-])([O-])=O.[K+].[K+].[CH:19]1[CH:24]=[CH:23][C:22]([CH2:25][O:26][C:27](Cl)=[O:28])=[CH:21][CH:20]=1. The catalyst is O. The product is [N:2]1([C:27]([O:26][CH2:25][C:22]2[CH:23]=[CH:24][CH:19]=[CH:20][CH:21]=2)=[O:28])[CH2:6][CH:5]=[CH:4][CH2:3]1. The yield is 0.950. (2) The reactants are [N:1]12[CH2:8][CH2:7][C:4]([C:9]([C:19]3[CH:24]=[CH:23][CH:22]=[C:21]([O:25][CH3:26])[CH:20]=3)([C:11]3[CH:16]=[CH:15][CH:14]=[C:13]([O:17][CH3:18])[CH:12]=3)[OH:10])([CH2:5][CH2:6]1)[CH2:3][CH2:2]2.[C:27]1([O:33][CH2:34][CH2:35][CH2:36][Br:37])[CH:32]=[CH:31][CH:30]=[CH:29][CH:28]=1. The catalyst is CC#N. The product is [Br-:37].[OH:10][C:9]([C:19]1[CH:24]=[CH:23][CH:22]=[C:21]([O:25][CH3:26])[CH:20]=1)([C:11]1[CH:16]=[CH:15][CH:14]=[C:13]([O:17][CH3:18])[CH:12]=1)[C:4]12[CH2:5][CH2:6][N+:1]([CH2:36][CH2:35][CH2:34][O:33][C:27]3[CH:32]=[CH:31][CH:30]=[CH:29][CH:28]=3)([CH2:2][CH2:3]1)[CH2:8][CH2:7]2. The yield is 0.332. (3) The reactants are [CH:1]1([C:4]([NH:6][C:7]2[S:8][C:9]3[C:14]([N:15]=2)=[CH:13][CH:12]=[C:11]([C:16]2[CH:17]=[C:18]([CH:24]=[CH:25][CH:26]=2)[C:19]([O:21]CC)=[O:20])[N:10]=3)=[O:5])[CH2:3][CH2:2]1.O.[OH-].[Li+].Cl. The catalyst is O.C1COCC1.CO. The product is [CH:1]1([C:4]([NH:6][C:7]2[S:8][C:9]3[C:14]([N:15]=2)=[CH:13][CH:12]=[C:11]([C:16]2[CH:17]=[C:18]([CH:24]=[CH:25][CH:26]=2)[C:19]([OH:21])=[O:20])[N:10]=3)=[O:5])[CH2:3][CH2:2]1. The yield is 0.870. (4) The reactants are [CH3:1][C:2]([Si:5]([CH3:27])([CH3:26])[O:6][C@H:7]1[C@@H:12]([N:13]2[CH2:17][CH2:16][O:15][C:14]2=[O:18])[CH2:11][CH2:10][N:9](CC2C=CC=CC=2)[CH2:8]1)([CH3:4])[CH3:3]. The catalyst is CCO. The product is [CH3:4][C:2]([Si:5]([CH3:27])([CH3:26])[O:6][C@H:7]1[C@@H:12]([N:13]2[CH2:17][CH2:16][O:15][C:14]2=[O:18])[CH2:11][CH2:10][NH:9][CH2:8]1)([CH3:1])[CH3:3]. The yield is 1.00. (5) The reactants are [CH:1]([Mg]Cl)([CH3:3])C.I[C:7]1[NH:8]C2C(N=CC=2)=C[N:12]=1.CC1C=CC=C(C)C=1[Mg]Br.[Na].[Cl:27][C:28]1[CH:39]=[CH:38][C:31](C(N(OC)C)=O)=[C:30]([NH:40][S:41]([C:44]2[CH:49]=[CH:48][C:47]([Cl:50])=[C:46]([C:51]([F:54])([F:53])[F:52])[CH:45]=2)(=[O:43])=[O:42])[CH:29]=1.[H-].[Na+].[NH4+:57].[Cl-].[CH2:59]1[CH2:63][O:62][CH2:61][CH2:60]1. No catalyst specified. The product is [Cl:50][C:47]1[CH:48]=[CH:49][C:44]([S:41]([NH:40][C:30]2[CH:29]=[C:28]([Cl:27])[CH:39]=[CH:38][C:31]=2[C:63]([C:59]2[C:60]3[CH:3]=[CH:1][NH:57][C:61]=3[N:8]=[CH:7][N:12]=2)=[O:62])(=[O:42])=[O:43])=[CH:45][C:46]=1[C:51]([F:52])([F:53])[F:54]. The yield is 0.670. (6) The reactants are [Cl:1][C:2]1[CH:10]=[C:9]2[C:5]([CH:6]=[CH:7][NH:8]2)=[CH:4][CH:3]=1.[C:11]([O:15][C:16]([N:18]1[CH2:23][CH2:22][C:21](=O)[CH2:20][CH2:19]1)=[O:17])([CH3:14])([CH3:13])[CH3:12].N1CCCC1. The catalyst is C(O)C. The product is [C:11]([O:15][C:16]([N:18]1[CH2:19][CH:20]=[C:21]([C:6]2[C:5]3[C:9](=[CH:10][C:2]([Cl:1])=[CH:3][CH:4]=3)[NH:8][CH:7]=2)[CH2:22][CH2:23]1)=[O:17])([CH3:14])([CH3:12])[CH3:13]. The yield is 0.720. (7) The reactants are [NH2:1][C:2]1[C:7]([O:8]C)=[CH:6][C:5]([N+:10]([O-:12])=[O:11])=[CH:4][N:3]=1.Cl.N1C=CC=CC=1. No catalyst specified. The product is [NH2:1][C:2]1[C:7]([OH:8])=[CH:6][C:5]([N+:10]([O-:12])=[O:11])=[CH:4][N:3]=1. The yield is 0.490. (8) The reactants are Cl[CH:2]([C:4]1[C:5]([O:24][CH3:25])=[C:6]([CH:13]2[CH2:16][N:15]([C:17]([O:19][C:20]([CH3:23])([CH3:22])[CH3:21])=[O:18])[CH2:14]2)[C:7]([C:11]#[N:12])=[C:8]([CH3:10])[CH:9]=1)[CH3:3].C(=O)([O-])[O-].[Cs+].[Cs+].[CH3:32][C:33]1[C:41]2[C:36](=[N:37][CH:38]=[N:39][C:40]=2[NH2:42])[NH:35][N:34]=1. The catalyst is CN(C)C=O.C(OCC)(=O)C. The product is [NH2:42][C:40]1[N:39]=[CH:38][N:37]=[C:36]2[N:35]([CH:2]([C:4]3[C:5]([O:24][CH3:25])=[C:6]([CH:13]4[CH2:16][N:15]([C:17]([O:19][C:20]([CH3:23])([CH3:22])[CH3:21])=[O:18])[CH2:14]4)[C:7]([C:11]#[N:12])=[C:8]([CH3:10])[CH:9]=3)[CH3:3])[N:34]=[C:33]([CH3:32])[C:41]=12. The yield is 0.500. (9) The reactants are C(O[C:4]1[CH:5]=[C:6]([CH:9]=[CH:10][C:11]=1[C:12]([F:15])([F:14])[F:13])C#N)C.C([Si](C)(C)Cl)(C)(C)C.C[Mg]Br.C([O:29]CC)C.[NH4+].[Cl-].[CH2:34]1[CH2:38][O:37][CH2:36][CH2:35]1. The catalyst is [Cu]Br. The product is [CH2:38]([O:37][C:36]1[CH:35]=[C:6]([C:9](=[O:29])[CH3:10])[CH:5]=[CH:4][C:11]=1[C:12]([F:15])([F:14])[F:13])[CH3:34]. The yield is 0.340. (10) The reactants are Cl[C:2]1[N:7]=[C:6]([NH:8][C:9]2[CH:10]=[C:11]3[C:15](=[CH:16][CH:17]=2)[NH:14][CH:13]=[CH:12]3)[CH:5]=[N:4][CH:3]=1.[F:18][C:19]1[CH:24]=[C:23](B(O)O)[CH:22]=[CH:21][N:20]=1.C(=O)([O-])[O-].[Na+].[Na+]. The catalyst is COCCOC.O.C1C=CC([P]([Pd]([P](C2C=CC=CC=2)(C2C=CC=CC=2)C2C=CC=CC=2)([P](C2C=CC=CC=2)(C2C=CC=CC=2)C2C=CC=CC=2)[P](C2C=CC=CC=2)(C2C=CC=CC=2)C2C=CC=CC=2)(C2C=CC=CC=2)C2C=CC=CC=2)=CC=1. The product is [F:18][C:19]1[CH:24]=[C:23]([C:2]2[N:7]=[C:6]([NH:8][C:9]3[CH:10]=[C:11]4[C:15](=[CH:16][CH:17]=3)[NH:14][CH:13]=[CH:12]4)[CH:5]=[N:4][CH:3]=2)[CH:22]=[CH:21][N:20]=1. The yield is 0.240.